Dataset: Catalyst prediction with 721,799 reactions and 888 catalyst types from USPTO. Task: Predict which catalyst facilitates the given reaction. (1) Reactant: [OH:1][C:2]1[CH:3]=[CH:4][C:5]([CH3:28])=[C:6]([C:8]2[C:17]3[C:12](=[CH:13][C:14]([S:18]([NH:21][C:22]4[CH:27]=[CH:26][N:25]=[CH:24][N:23]=4)(=[O:20])=[O:19])=[CH:15][CH:16]=3)[CH:11]=[CH:10][N:9]=2)[CH:7]=1.Cl[C:30]1[CH:35]=[CH:34][CH:33]=[CH:32][N:31]=1.C(=O)([O-])[O-].[Cs+].[Cs+]. Product: [CH3:28][C:5]1[CH:4]=[CH:3][C:2]([O:1][C:30]2[CH:35]=[CH:34][CH:33]=[CH:32][N:31]=2)=[CH:7][C:6]=1[C:8]1[C:17]2[C:12](=[CH:13][C:14]([S:18]([NH:21][C:22]3[CH:27]=[CH:26][N:25]=[CH:24][N:23]=3)(=[O:19])=[O:20])=[CH:15][CH:16]=2)[CH:11]=[CH:10][N:9]=1. The catalyst class is: 3. (2) The catalyst class is: 113. Reactant: Br[C:2]1[CH:7]=[CH:6][CH:5]=[CH:4][CH:3]=1.[NH:8]1[CH2:13][CH2:12][O:11][CH2:10][CH2:9]1.C(O[K])(C)(C)C. Product: [C:2]1([N:8]2[CH2:13][CH2:12][O:11][CH2:10][CH2:9]2)[CH:7]=[CH:6][CH:5]=[CH:4][CH:3]=1. (3) Product: [C:1]1([C:7]([NH:9][C:10]2[CH:11]=[CH:12][C:13]([C:14]([OH:16])=[O:15])=[CH:18][CH:19]=2)=[O:8])[CH:2]=[CH:3][CH:4]=[CH:5][CH:6]=1. The catalyst class is: 5. Reactant: [C:1]1([C:7]([NH:9][C:10]2[CH:19]=[CH:18][C:13]([C:14]([O:16]C)=[O:15])=[CH:12][CH:11]=2)=[O:8])[CH:6]=[CH:5][CH:4]=[CH:3][CH:2]=1.[OH-].[K+].Cl. (4) Reactant: [OH:1][CH:2]1[C:7](=O)[CH2:6][CH:5]([C:9]2[CH:14]=[CH:13][N:12]=[CH:11][C:10]=2[N+:15]([O-:17])=[O:16])[O:4][CH:3]1[CH3:18].[C:19]1([CH2:25][NH2:26])[CH:24]=[CH:23][CH:22]=[CH:21][CH:20]=1.[BH4-].[Li+]. Product: [CH2:25]([NH:26][CH:7]1[CH2:6][CH:5]([C:9]2[CH:14]=[CH:13][N:12]=[CH:11][C:10]=2[N+:15]([O-:17])=[O:16])[O:4][CH:3]([CH3:18])[CH:2]1[OH:1])[C:19]1[CH:24]=[CH:23][CH:22]=[CH:21][CH:20]=1. The catalyst class is: 5. (5) Reactant: [C:1]([O:5][C:6]([NH:8][C:9]1[CH:10]=[C:11]([CH:15]=[CH:16][CH:17]=1)[C:12]([OH:14])=O)=[O:7])([CH3:4])([CH3:3])[CH3:2].CCN=C=NCCCN(C)C.C1C=CC2N(O)N=NC=2C=1.CCN(CC)CC.[NH2:46][CH2:47][CH:48]([OH:59])[CH2:49][N:50]1[CH2:58][C:57]2[C:52](=[CH:53][CH:54]=[CH:55][CH:56]=2)[CH2:51]1. Product: [OH:59][CH:48]([CH2:49][N:50]1[CH2:51][C:52]2[C:57](=[CH:56][CH:55]=[CH:54][CH:53]=2)[CH2:58]1)[CH2:47][NH:46][C:12]([C:11]1[CH:10]=[C:9]([NH:8][C:6](=[O:7])[O:5][C:1]([CH3:2])([CH3:3])[CH3:4])[CH:17]=[CH:16][CH:15]=1)=[O:14]. The catalyst class is: 2. (6) Reactant: [OH:1][C@H:2]1[CH2:7][CH2:6][C@H:5]([N:8]2[CH2:12][CH2:11][C@@:10]3([CH2:17][CH2:16][CH2:15][NH:14][CH2:13]3)[C:9]2=[O:18])[CH2:4][CH2:3]1.[CH3:19][C:20]1[CH:25]=[CH:24][C:23](I)=[C:22]([F:27])[CH:21]=1.CC(C)([O-])C.[Na+].O1CCOCCOCCOCCOCCOCC1.C(P(C(C)(C)C)C1C=CC=CC=1C1C=CC=CC=1)(C)(C)C.C(O)(C)(C)C. Product: [F:27][C:22]1[CH:21]=[C:20]([CH3:19])[CH:25]=[CH:24][C:23]=1[N:14]1[CH2:15][CH2:16][CH2:17][C@:10]2([C:9](=[O:18])[N:8]([C@H:5]3[CH2:6][CH2:7][C@H:2]([OH:1])[CH2:3][CH2:4]3)[CH2:12][CH2:11]2)[CH2:13]1. The catalyst class is: 110. (7) Reactant: [F:1][CH:2]([F:12])[C:3]1[C:7]([C:8](Cl)=[O:9])=[CH:6][N:5]([CH3:11])[N:4]=1.[Cl:13][C:14]1[CH:19]=[C:18]([Cl:20])[CH:17]=[CH:16][C:15]=1[CH2:21][CH:22]([NH2:24])[CH3:23].C(N(CC)CC)C. Product: [Cl:13][C:14]1[CH:19]=[C:18]([Cl:20])[CH:17]=[CH:16][C:15]=1[CH2:21][CH:22]([NH:24][C:8]([C:7]1[C:3]([CH:2]([F:12])[F:1])=[N:4][N:5]([CH3:11])[CH:6]=1)=[O:9])[CH3:23]. The catalyst class is: 4. (8) The catalyst class is: 150. Product: [NH2:23][C:20]1[CH:19]=[CH:18][C:17]([C:14]2[S:13][C:12]([C:10]([C@@H:6]3[CH2:7][CH2:8][CH2:9][C@H:5]3[C:2]([OH:1])([CH3:3])[CH3:4])=[O:11])=[N:16][CH:15]=2)=[CH:22][CH:21]=1. Reactant: [OH:1][C:2]([C@@H:5]1[CH2:9][CH2:8][CH2:7][C@H:6]1[C:10]([C:12]1[S:13][C:14]([C:17]2[CH:22]=[CH:21][C:20]([N+:23]([O-])=O)=[CH:19][CH:18]=2)=[CH:15][N:16]=1)=[O:11])([CH3:4])[CH3:3].[Cl-].[NH4+].C(O)C. (9) Reactant: [NH2:1][C:2]1[CH:10]=[C:6]([C:7]([OH:9])=[O:8])[C:5]([OH:11])=[CH:4][CH:3]=1.S(=O)(=O)(O)O.[C:17](=O)(O)[O-].[Na+]. Product: [NH2:1][C:2]1[CH:3]=[CH:4][C:5]([OH:11])=[C:6]([CH:10]=1)[C:7]([O:9][CH3:17])=[O:8]. The catalyst class is: 5. (10) Reactant: C(N(CC)CC)C.[CH3:8][N:9]1[C:13]([NH2:14])=[CH:12][CH:11]=[N:10]1.[CH:15]1[C:24]2[C:19](=[CH:20][CH:21]=[CH:22][CH:23]=2)[CH:18]=[C:17]2[C:25]([O:27][C:28](=O)[C:16]=12)=[O:26]. Product: [CH3:8][N:9]1[C:13]([N:14]2[C:28](=[O:27])[C:16]3[CH:15]=[C:24]4[CH:23]=[CH:22][CH:21]=[CH:20][C:19]4=[CH:18][C:17]=3[C:25]2=[O:26])=[CH:12][CH:11]=[N:10]1. The catalyst class is: 11.